This data is from Forward reaction prediction with 1.9M reactions from USPTO patents (1976-2016). The task is: Predict the product of the given reaction. Given the reactants [CH3:1][O:2][C:3]1[CH:8]=[CH:7][CH:6]=[CH:5][C:4]=1[C:9]1([CH3:17])[N:13]([CH3:14])[C:12](=[O:15])[NH:11][C:10]1=[O:16].Br[CH2:19][C:20]([C:22]1[NH:23][CH:24]=[CH:25][CH:26]=1)=[O:21], predict the reaction product. The product is: [CH3:1][O:2][C:3]1[CH:8]=[CH:7][CH:6]=[CH:5][C:4]=1[C:9]1([CH3:17])[N:13]([CH3:14])[C:12](=[O:15])[N:11]([CH2:19][C:20](=[O:21])[C:22]2[NH:23][CH:24]=[CH:25][CH:26]=2)[C:10]1=[O:16].